The task is: Regression. Given two drug SMILES strings and cell line genomic features, predict the synergy score measuring deviation from expected non-interaction effect.. This data is from NCI-60 drug combinations with 297,098 pairs across 59 cell lines. (1) Drug 1: COC1=CC(=CC(=C1O)OC)C2C3C(COC3=O)C(C4=CC5=C(C=C24)OCO5)OC6C(C(C7C(O6)COC(O7)C8=CC=CS8)O)O. Drug 2: N.N.Cl[Pt+2]Cl. Cell line: NCI-H322M. Synergy scores: CSS=2.14, Synergy_ZIP=4.24, Synergy_Bliss=0.604, Synergy_Loewe=-4.89, Synergy_HSA=-0.407. (2) Drug 1: CC(CN1CC(=O)NC(=O)C1)N2CC(=O)NC(=O)C2. Drug 2: CN(C)N=NC1=C(NC=N1)C(=O)N. Cell line: NCI-H522. Synergy scores: CSS=19.1, Synergy_ZIP=-4.17, Synergy_Bliss=-1.16, Synergy_Loewe=-2.42, Synergy_HSA=0.116. (3) Synergy scores: CSS=7.68, Synergy_ZIP=-0.310, Synergy_Bliss=2.82, Synergy_Loewe=-0.219, Synergy_HSA=1.50. Cell line: PC-3. Drug 2: C1C(C(OC1N2C=NC(=NC2=O)N)CO)O. Drug 1: CCCS(=O)(=O)NC1=C(C(=C(C=C1)F)C(=O)C2=CNC3=C2C=C(C=N3)C4=CC=C(C=C4)Cl)F. (4) Drug 1: CC12CCC(CC1=CCC3C2CCC4(C3CC=C4C5=CN=CC=C5)C)O. Drug 2: CNC(=O)C1=CC=CC=C1SC2=CC3=C(C=C2)C(=NN3)C=CC4=CC=CC=N4. Cell line: NCI-H522. Synergy scores: CSS=15.3, Synergy_ZIP=1.35, Synergy_Bliss=6.00, Synergy_Loewe=2.68, Synergy_HSA=5.60. (5) Drug 1: C1=CC(=CC=C1CCC2=CNC3=C2C(=O)NC(=N3)N)C(=O)NC(CCC(=O)O)C(=O)O. Drug 2: C1CCC(CC1)NC(=O)N(CCCl)N=O. Cell line: IGROV1. Synergy scores: CSS=39.2, Synergy_ZIP=-9.45, Synergy_Bliss=-1.13, Synergy_Loewe=-0.132, Synergy_HSA=3.17. (6) Drug 1: C1C(C(OC1N2C=NC3=C(N=C(N=C32)Cl)N)CO)O. Drug 2: C1CNP(=O)(OC1)N(CCCl)CCCl. Cell line: HCT-15. Synergy scores: CSS=50.8, Synergy_ZIP=8.41, Synergy_Bliss=12.8, Synergy_Loewe=-17.0, Synergy_HSA=8.33. (7) Drug 1: C1CCC(CC1)NC(=O)N(CCCl)N=O. Drug 2: CN(C(=O)NC(C=O)C(C(C(CO)O)O)O)N=O. Cell line: EKVX. Synergy scores: CSS=-0.230, Synergy_ZIP=-3.55, Synergy_Bliss=-8.99, Synergy_Loewe=-8.53, Synergy_HSA=-8.51.